Dataset: TCR-epitope binding with 47,182 pairs between 192 epitopes and 23,139 TCRs. Task: Binary Classification. Given a T-cell receptor sequence (or CDR3 region) and an epitope sequence, predict whether binding occurs between them. (1) The epitope is RAKFKQLL. The TCR CDR3 sequence is CATGTSPNEKLFF. Result: 1 (the TCR binds to the epitope). (2) The epitope is KRWIILGLNK. The TCR CDR3 sequence is CSARDQRDYQETQYF. Result: 1 (the TCR binds to the epitope). (3) The epitope is KLSYGIATV. The TCR CDR3 sequence is CASSPSRASADTQYF. Result: 1 (the TCR binds to the epitope). (4) The epitope is LEPLVDLPI. The TCR CDR3 sequence is CATSSVSRANTGELFF. Result: 1 (the TCR binds to the epitope). (5) The epitope is KRWIILGLNK. The TCR CDR3 sequence is CASSLEGSRNTEAFF. Result: 1 (the TCR binds to the epitope). (6) The epitope is SLYNTVATL. The TCR CDR3 sequence is CASSYQGNEQFF. Result: 0 (the TCR does not bind to the epitope).